Dataset: Catalyst prediction with 721,799 reactions and 888 catalyst types from USPTO. Task: Predict which catalyst facilitates the given reaction. (1) Reactant: [Br:1][C:2]1[CH:3]=[CH:4][C:5]2[N:6]([C:8]([CH2:11][CH2:12][CH2:13][OH:14])=[N:9][CH:10]=2)[CH:7]=1.[H-].[Na+].CI.[C:19](=O)(O)[O-].[Na+]. Product: [Br:1][C:2]1[CH:3]=[CH:4][C:5]2[N:6]([C:8]([CH2:11][CH2:12][CH2:13][O:14][CH3:19])=[N:9][CH:10]=2)[CH:7]=1. The catalyst class is: 9. (2) Reactant: C[O:2][C:3](=[O:53])[C@@H:4]([NH:20][C:21]([C@@H:23]1[CH2:32][C:31]2[CH:30]=[C:29]3[O:33][CH2:34][C@H:35]([C:37]4[CH:42]=[CH:41][C:40]([O:43][CH2:44][C:45]5[CH:50]=[CH:49][C:48]([Cl:51])=[C:47]([Cl:52])[CH:46]=5)=[CH:39][CH:38]=4)[O:36][C:28]3=[CH:27][C:26]=2[CH2:25][NH:24]1)=[O:22])[CH2:5][C:6]1[CH:11]=[CH:10][C:9]([C:12]2[CH:17]=[CH:16][N:15]=[C:14]([CH3:18])[C:13]=2[CH3:19])=[CH:8][CH:7]=1.[CH:54]1[CH:59]=[CH:58][CH:57]=[CH:56][CH:55]=1. Product: [Cl:52][C:47]1[CH:46]=[C:45]([CH:50]=[CH:49][C:48]=1[Cl:51])[CH2:44][O:43][C:40]1[CH:39]=[CH:38][C:37]([C@H:35]2[CH2:34][O:33][C:29]3=[CH:30][C:31]4[CH2:32][C@@H:23]([C:21]([NH:20][C@@H:4]([CH2:5][C:6]5[CH:11]=[CH:10][C:9]([C:12]6[CH:17]=[CH:16][N:15]=[C:14]([CH3:18])[C:13]=6[CH3:19])=[CH:8][CH:7]=5)[C:3]([OH:2])=[O:53])=[O:22])[N:24]([C:21](=[O:22])[NH:20][C@H:4]([C:54]5[CH:59]=[CH:58][CH:57]=[CH:56][CH:55]=5)[CH3:3])[CH2:25][C:26]=4[CH:27]=[C:28]3[O:36]2)=[CH:42][CH:41]=1. The catalyst class is: 2. (3) Reactant: [CH2:1]([S:3][C:4]1[C:5]([C:26]2[CH:31]=[CH:30][CH:29]=[CH:28][CH:27]=2)=[N:6][C:7]2[C:12]([C:13]=1[C:14]([NH:16][C@H:17]([C:20]1[CH:25]=[CH:24][CH:23]=[CH:22][CH:21]=1)[CH2:18][CH3:19])=[O:15])=[CH:11][CH:10]=[CH:9][CH:8]=2)[CH3:2].C[OH:33]. Product: [CH2:1]([S:3]([C:4]1[C:5]([C:26]2[CH:31]=[CH:30][CH:29]=[CH:28][CH:27]=2)=[N:6][C:7]2[C:12]([C:13]=1[C:14]([NH:16][C@H:17]([C:20]1[CH:21]=[CH:22][CH:23]=[CH:24][CH:25]=1)[CH2:18][CH3:19])=[O:15])=[CH:11][CH:10]=[CH:9][CH:8]=2)=[O:33])[CH3:2]. The catalyst class is: 238. (4) Reactant: Br[C:2]1[C:7]([N:8](COC)[S:9]([C:12]2[CH:17]=[CH:16][C:15]([C:18]([CH3:21])([CH3:20])[CH3:19])=[CH:14][CH:13]=2)(=[O:11])=[O:10])=[CH:6][C:5]([Cl:25])=[CH:4][N:3]=1.CON(C)[C:29](=[O:37])[C:30]1[CH:35]=[CH:34][CH:33]=[N:32][C:31]=1[CH3:36].O1CCOCC1. Product: [C:18]([C:15]1[CH:16]=[CH:17][C:12]([S:9]([NH:8][C:7]2[C:2]([C:29]([C:30]3[C:31]([CH3:36])=[N:32][CH:33]=[CH:34][CH:35]=3)=[O:37])=[N:3][CH:4]=[C:5]([Cl:25])[CH:6]=2)(=[O:10])=[O:11])=[CH:13][CH:14]=1)([CH3:21])([CH3:19])[CH3:20]. The catalyst class is: 238. (5) Reactant: C(O[C:4]([C:6]1[O:7][C:8]2[CH:15]=[CH:14][C:13]([C:16](=[O:18])[CH3:17])=[C:12]([OH:19])[C:9]=2[C:10]=1[CH3:11])=[O:5])C.CCN=C=NCCCN(C)C.[CH3:31][O:32][C:33](=[O:55])[C@@H:34]([NH:38][S:39]([C:42]1[CH:47]=[CH:46][C:45]([C:48]2[CH:53]=[CH:52][C:51]([NH2:54])=[CH:50][CH:49]=2)=[CH:44][CH:43]=1)(=[O:41])=[O:40])[CH:35]([CH3:37])[CH3:36].CN(C=O)C. Product: [CH3:31][O:32][C:33](=[O:55])[C@@H:34]([NH:38][S:39]([C:42]1[CH:47]=[CH:46][C:45]([C:48]2[CH:49]=[CH:50][C:51]([NH:54][C:4]([C:6]3[O:7][C:8]4[CH:15]=[CH:14][C:13]([C:16](=[O:18])[CH3:17])=[C:12]([OH:19])[C:9]=4[C:10]=3[CH3:11])=[O:5])=[CH:52][CH:53]=2)=[CH:44][CH:43]=1)(=[O:41])=[O:40])[CH:35]([CH3:37])[CH3:36]. The catalyst class is: 170. (6) Reactant: [Cl:1][C:2]1[S:6][N:5]=[C:4]([Cl:7])[C:3]=1[C:8]([OH:10])=[O:9].[CH2:11](OS(OCC)(=O)=O)[CH3:12].C(=O)([O-])[O-].[K+].[K+]. Product: [Cl:7][C:4]1[C:3]([C:8]([O:10][CH2:11][CH3:12])=[O:9])=[C:2]([Cl:1])[S:6][N:5]=1. The catalyst class is: 21. (7) Reactant: [H-].[Na+].[S:3]([N:13]1[C:17]2=[N:18][CH:19]=[C:20]([NH:22][C:23](=[O:29])[O:24][C:25]([CH3:28])([CH3:27])[CH3:26])[N:21]=[C:16]2[CH:15]=[CH:14]1)([C:6]1[CH:12]=[CH:11][C:9]([CH3:10])=[CH:8][CH:7]=1)(=[O:5])=[O:4].Br[CH2:31][C:32]([C@@H:34]1[C@H:38]([CH3:39])[CH2:37][N:36]([C:40]([O:42][CH2:43][C:44]2[CH:49]=[CH:48][CH:47]=[CH:46][CH:45]=2)=[O:41])[CH2:35]1)=[O:33]. Product: [C:25]([O:24][C:23]([N:22]([C:20]1[N:21]=[C:16]2[CH:15]=[CH:14][N:13]([S:3]([C:6]3[CH:7]=[CH:8][C:9]([CH3:10])=[CH:11][CH:12]=3)(=[O:5])=[O:4])[C:17]2=[N:18][CH:19]=1)[CH2:31][C:32]([C@@H:34]1[C@H:38]([CH3:39])[CH2:37][N:36]([C:40]([O:42][CH2:43][C:44]2[CH:45]=[CH:46][CH:47]=[CH:48][CH:49]=2)=[O:41])[CH2:35]1)=[O:33])=[O:29])([CH3:26])([CH3:28])[CH3:27]. The catalyst class is: 3.